This data is from Peptide-MHC class II binding affinity with 134,281 pairs from IEDB. The task is: Regression. Given a peptide amino acid sequence and an MHC pseudo amino acid sequence, predict their binding affinity value. This is MHC class II binding data. (1) The binding affinity (normalized) is 0.832. The MHC is DRB1_0901 with pseudo-sequence DRB1_0901. The peptide sequence is AFKVAAQAANAAPAN. (2) The peptide sequence is ASRELERFAVNPGLL. The MHC is DRB1_0802 with pseudo-sequence DRB1_0802. The binding affinity (normalized) is 0.720.